This data is from Forward reaction prediction with 1.9M reactions from USPTO patents (1976-2016). The task is: Predict the product of the given reaction. (1) Given the reactants [O:1]=[C:2]1[C:7]2[C:8]([C:11]3[CH:12]=[C:13]([C:16]([NH2:18])=[O:17])[S:14][CH:15]=3)=[N:9][NH:10][C:6]=2[CH:5]=[CH:4][NH:3]1.[H-].[Na+].Br[CH:22]([CH2:25][CH3:26])[CH2:23][CH3:24], predict the reaction product. The product is: [O:1]=[C:2]1[C:7]2[C:8]([C:11]3[CH:12]=[C:13]([C:16]([NH2:18])=[O:17])[S:14][CH:15]=3)=[N:9][N:10]([CH:22]([CH2:25][CH3:26])[CH2:23][CH3:24])[C:6]=2[CH:5]=[CH:4][NH:3]1. (2) Given the reactants [Br:1][C:2]1[CH:3]=[C:4]2[C:9](=[CH:10][CH:11]=1)[N:8]=[C:7]([C:12]([OH:18])([CH3:17])[C:13]([F:16])([F:15])[F:14])[CH:6]=[CH:5]2.[H-].[Na+].[CH3:21][S:22](Cl)(=[O:24])=[O:23], predict the reaction product. The product is: [CH3:21][S:22]([O:18][C:12]([C:7]1[CH:6]=[CH:5][C:4]2[C:9](=[CH:10][CH:11]=[C:2]([Br:1])[CH:3]=2)[N:8]=1)([CH3:17])[C:13]([F:15])([F:14])[F:16])(=[O:24])=[O:23]. (3) Given the reactants [Cu:1].O.OO.O=O.[CH3:7][S:8]([OH:11])(=[O:10])=[O:9], predict the reaction product. The product is: [CH3:7][S:8]([O-:11])(=[O:10])=[O:9].[Cu+2:1].[CH3:7][S:8]([O-:11])(=[O:10])=[O:9].[Cu:1]. (4) Given the reactants [Br:1][C:2]1[CH:3]=[N:4][CH:5]=[C:6]2[C:11]=1[N:10]=[C:9]([C:12]([OH:14])=O)[CH:8]=[CH:7]2.CN(C(ON1N=NC2[CH:26]=[CH:27][CH:28]=[N:29][C:24]1=2)=[N+](C)C)C.F[P-](F)(F)(F)(F)F.CCN(C(C)C)C(C)C.N1CCCC1, predict the reaction product. The product is: [Br:1][C:2]1[CH:3]=[N:4][CH:5]=[C:6]2[C:11]=1[N:10]=[C:9]([C:12]([N:29]1[CH2:28][CH2:27][CH2:26][CH2:24]1)=[O:14])[CH:8]=[CH:7]2. (5) Given the reactants [CH3:1][O:2][C:3]([C:5]1[O:6][C:7]([C:9]2[C:14]([C:15]=1[C:16]1[CH:21]=[CH:20][CH:19]=[CH:18][CH:17]=1)=[CH:13][C:12]([Cl:22])=[CH:11][CH:10]=2)=O)=[O:4].[CH3:23][NH:24][NH2:25], predict the reaction product. The product is: [CH3:1][O:2][C:3]([C:5]1[N:25]([NH:24][CH3:23])[C:7](=[O:6])[C:9]2[C:14]([C:15]=1[C:16]1[CH:21]=[CH:20][CH:19]=[CH:18][CH:17]=1)=[CH:13][C:12]([Cl:22])=[CH:11][CH:10]=2)=[O:4]. (6) Given the reactants [CH2:1]([N:3]([CH2:19][CH3:20])[CH:4]1[CH2:9][CH2:8][N:7]([CH2:10][CH:11]([C:13]2[CH:18]=[CH:17][CH:16]=[CH:15][CH:14]=2)O)[CH2:6][CH2:5]1)[CH3:2].CS(Cl)(=O)=O.[CH3:26][O:27][CH2:28][CH2:29][N:30]1[CH2:35][CH2:34][NH:33][CH2:32][CH2:31]1, predict the reaction product. The product is: [CH2:1]([N:3]([CH2:19][CH3:20])[CH:4]1[CH2:9][CH2:8][N:7]([CH2:10][CH:11]([N:33]2[CH2:34][CH2:35][N:30]([CH2:29][CH2:28][O:27][CH3:26])[CH2:31][CH2:32]2)[C:13]2[CH:18]=[CH:17][CH:16]=[CH:15][CH:14]=2)[CH2:6][CH2:5]1)[CH3:2].